This data is from Full USPTO retrosynthesis dataset with 1.9M reactions from patents (1976-2016). The task is: Predict the reactants needed to synthesize the given product. (1) Given the product [C:14]([O:18][C:19](=[O:37])[C@@H:20]([NH:31][C:32](=[O:36])[C@@H:33]([NH:35][C:11]([C:3]1[CH2:4][C:5]2[C:10]([C:2]=1[CH3:1])=[CH:9][CH:8]=[CH:7][CH:6]=2)=[O:13])[CH3:34])[CH2:21][C:22]1[C:30]2[C:25](=[CH:26][CH:27]=[CH:28][CH:29]=2)[NH:24][CH:23]=1)([CH3:15])([CH3:16])[CH3:17], predict the reactants needed to synthesize it. The reactants are: [CH3:1][C:2]1[C:10]2[C:5](=[CH:6][CH:7]=[CH:8][CH:9]=2)[CH2:4][C:3]=1[C:11]([OH:13])=O.[C:14]([O:18][C:19](=[O:37])[C@@H:20]([NH:31][C:32](=[O:36])[C@@H:33]([NH2:35])[CH3:34])[CH2:21][C:22]1[C:30]2[C:25](=[CH:26][CH:27]=[CH:28][CH:29]=2)[NH:24][CH:23]=1)([CH3:17])([CH3:16])[CH3:15].C(N(CC)C(C)C)(C)C.CN(C(ON1N=NC2C=CC=NC1=2)=[N+](C)C)C.F[P-](F)(F)(F)(F)F. (2) Given the product [OH:4][CH2:3][C:2]([NH:1][S:18]([C:14]1[S:13][C:12]([NH:11][C:8](=[O:10])[CH3:9])=[N:16][C:15]=1[CH3:17])(=[O:19])=[O:20])([CH2:5][OH:6])[CH3:7], predict the reactants needed to synthesize it. The reactants are: [NH2:1][C:2]([CH3:7])([CH2:5][OH:6])[CH2:3][OH:4].[C:8]([NH:11][C:12]1[S:13][C:14]([S:18](Cl)(=[O:20])=[O:19])=[C:15]([CH3:17])[N:16]=1)(=[O:10])[CH3:9].C(N(CC)CC)C. (3) The reactants are: Cl[C:2]1[CH:7]=[C:6]([C:8]2[N:13]3[N:14]=[C:15]([C:25]4[CH:30]=[CH:29][N:28]=[CH:27][CH:26]=4)[C:16]([C:17]4[CH:22]=[CH:21][CH:20]=[C:19]([O:23][CH3:24])[CH:18]=4)=[C:12]3[N:11]=[CH:10][CH:9]=2)[CH:5]=[CH:4][N:3]=1.Cl.Cl.[NH2:33][C@H:34]1[CH:39]2[CH2:40][CH2:41][N:36]([CH2:37][CH2:38]2)[CH2:35]1.CCN(C(C)C)C(C)C. Given the product [CH3:24][O:23][C:19]1[CH:18]=[C:17]([C:16]2[C:15]([C:25]3[CH:30]=[CH:29][N:28]=[CH:27][CH:26]=3)=[N:14][N:13]3[C:8]([C:6]4[CH:5]=[CH:4][N:3]=[C:2]([NH:33][C@@H:34]5[CH:39]6[CH2:40][CH2:41][N:36]([CH2:37][CH2:38]6)[CH2:35]5)[CH:7]=4)=[CH:9][CH:10]=[N:11][C:12]=23)[CH:22]=[CH:21][CH:20]=1, predict the reactants needed to synthesize it. (4) Given the product [O:1]1[C:5]2[CH:6]=[CH:7][CH:8]=[CH:9][C:4]=2[CH:3]=[C:2]1[C:10]([NH:12][C@@H:13]([C:15]1[CH:19]=[C:18]([C:20]([OH:22])=[O:21])[O:17][N:16]=1)[CH3:14])=[O:11], predict the reactants needed to synthesize it. The reactants are: [O:1]1[C:5]2[CH:6]=[CH:7][CH:8]=[CH:9][C:4]=2[CH:3]=[C:2]1[C:10]([NH:12][C@@H:13]([C:15]1[CH:19]=[C:18]([C:20]([O:22]CC)=[O:21])[O:17][N:16]=1)[CH3:14])=[O:11].[OH-].[Li+].Cl. (5) Given the product [N:29]1([CH2:34][CH2:35][CH2:36][N:37]2[CH2:38][CH2:39][CH:40]([CH2:43][NH:44][C:6](=[O:8])[C:5]3[CH:9]=[C:10]([Cl:11])[C:2]([NH2:1])=[CH:3][C:4]=3[O:12][CH3:13])[CH2:41][CH2:42]2)[CH:33]=[CH:32][N:31]=[N:30]1, predict the reactants needed to synthesize it. The reactants are: [NH2:1][C:2]1[C:10]([Cl:11])=[CH:9][C:5]([C:6]([OH:8])=O)=[C:4]([O:12][CH3:13])[CH:3]=1.C(N(C(C)C)CC)(C)C.C(OC(Cl)=O)C.[N:29]1([CH2:34][CH2:35][CH2:36][N:37]2[CH2:42][CH2:41][CH:40]([CH2:43][NH2:44])[CH2:39][CH2:38]2)[CH:33]=[CH:32][N:31]=[N:30]1. (6) Given the product [CH2:14]([O:16][C:17](=[O:28])[C:18]([OH:27])([C:23]([F:26])([F:25])[F:24])[CH2:19][C:20]([C:10]1[CH:11]=[C:6]([F:5])[CH:7]=[CH:8][C:9]=1[O:12][CH3:13])([CH3:22])[CH3:21])[CH3:15], predict the reactants needed to synthesize it. The reactants are: [Cl-].[Al+3].[Cl-].[Cl-].[F:5][C:6]1[CH:11]=[CH:10][C:9]([O:12][CH3:13])=[CH:8][CH:7]=1.[CH2:14]([O:16][C:17](=[O:28])[C:18]([OH:27])([C:23]([F:26])([F:25])[F:24])[CH2:19][C:20](=[CH2:22])[CH3:21])[CH3:15].Cl. (7) Given the product [C:1]([O:5][C:6]([N:8]1[CH2:13][CH2:12][CH:11]([NH:14][C:15]2[CH:20]=[CH:19][C:18]([Cl:21])=[CH:17][C:16]=2[CH2:22][CH2:23][C:24]([OH:26])=[O:25])[CH2:10][CH2:9]1)=[O:7])([CH3:4])([CH3:2])[CH3:3], predict the reactants needed to synthesize it. The reactants are: [C:1]([O:5][C:6]([N:8]1[CH2:13][CH2:12][CH:11]([NH:14][C:15]2[CH:20]=[CH:19][C:18]([Cl:21])=[CH:17][C:16]=2[CH2:22][CH2:23][C:24]([O:26]CC)=[O:25])[CH2:10][CH2:9]1)=[O:7])([CH3:4])([CH3:3])[CH3:2].[OH-].[Na+]. (8) Given the product [CH2:3]([O:5][C:6](=[O:12])[CH2:7][CH2:8][C:9](=[O:10])[CH2:11][Br:1])[CH3:4], predict the reactants needed to synthesize it. The reactants are: [Br:1]Br.[CH2:3]([O:5][C:6](=[O:12])[CH2:7][CH2:8][C:9]([CH3:11])=[O:10])[CH3:4].N#N. (9) Given the product [OH:39][CH2:33][C:34]([NH:1][C:2]1[N:3]=[C:4]2[CH:9]=[CH:8][C:7]([O:10][C:11]3[CH:12]=[C:13]([NH:17][C:18]([C:20]4[C:25]([CH3:26])=[CH:24][CH:23]=[CH:22][N:21]=4)=[O:19])[CH:14]=[CH:15][CH:16]=3)=[CH:6][N:5]2[CH:27]=1)=[O:35], predict the reactants needed to synthesize it. The reactants are: [NH2:1][C:2]1[N:3]=[C:4]2[CH:9]=[CH:8][C:7]([O:10][C:11]3[CH:12]=[C:13]([NH:17][C:18]([C:20]4[C:25]([CH3:26])=[CH:24][CH:23]=[CH:22][N:21]=4)=[O:19])[CH:14]=[CH:15][CH:16]=3)=[CH:6][N:5]2[CH:27]=1.ClC([CH2:33][CH:34]=[O:35])C([O-])=O.CO.C(=O)([O-])[O-:39].[Na+].[Na+].